Task: Predict the product of the given reaction.. Dataset: Forward reaction prediction with 1.9M reactions from USPTO patents (1976-2016) (1) Given the reactants [NH2:1][CH2:2][CH2:3][CH2:4][S:5]([OH:8])(=[O:7])=[O:6].[H-].[Na+].[Br:11][C:12]1[CH:13]=[C:14](S(C)(=O)=O)[C:15]2[N:16]([C:18]([C:21]3[CH:32]=[CH:31][C:24]([C:25]([NH:27][CH:28]4[CH2:30][CH2:29]4)=[O:26])=[C:23]([CH3:33])[CH:22]=3)=[CH:19][N:20]=2)[N:17]=1, predict the reaction product. The product is: [Br:11][C:12]1[CH:13]=[C:14]([NH:1][CH2:2][CH2:3][CH2:4][S:5]([OH:8])(=[O:7])=[O:6])[C:15]2[N:16]([C:18]([C:21]3[CH:32]=[CH:31][C:24]([C:25](=[O:26])[NH:27][CH:28]4[CH2:30][CH2:29]4)=[C:23]([CH3:33])[CH:22]=3)=[CH:19][N:20]=2)[N:17]=1. (2) Given the reactants [Cl:1][C:2]1[C:11]2[C:6](=[CH:7][CH:8]=[CH:9][CH:10]=2)C(Cl)=NN=1.Cl[C:14]1C2CCCCC=2C(Cl)=N[N:15]=1, predict the reaction product. The product is: [C:11]1([CH2:2][CH2:14][NH2:15])[CH:6]=[CH:7][CH:8]=[CH:9][CH:10]=1.[ClH:1]. (3) Given the reactants [C:1]([O:5][C:6](=[O:23])[NH:7][C:8]([C:16]1[CH:21]=[CH:20][CH:19]=[CH:18][C:17]=1[F:22])([C:12]([F:15])([F:14])[F:13])[CH2:9][CH:10]=C)([CH3:4])([CH3:3])[CH3:2].C([O-])(O)=[O:25].[Na+].O=[O+][O-].[BH4-].[Na+], predict the reaction product. The product is: [C:1]([O:5][C:6](=[O:23])[NH:7][C:8]([C:16]1[CH:21]=[CH:20][CH:19]=[CH:18][C:17]=1[F:22])([C:12]([F:15])([F:14])[F:13])[CH2:9][CH2:10][OH:25])([CH3:4])([CH3:3])[CH3:2].